Dataset: Forward reaction prediction with 1.9M reactions from USPTO patents (1976-2016). Task: Predict the product of the given reaction. (1) Given the reactants [OH:1][C:2]1[CH:7]=[CH:6][C:5]([OH:8])=[CH:4][C:3]=1[C:9](=[O:11])[CH3:10].[CH2:12](Br)[C:13]1[CH:18]=[CH:17][CH:16]=[CH:15][CH:14]=1.C(=O)([O-])[O-].[K+].[K+], predict the reaction product. The product is: [CH2:12]([O:8][C:5]1[CH:6]=[CH:7][C:2]([OH:1])=[C:3]([C:9](=[O:11])[CH3:10])[CH:4]=1)[C:13]1[CH:18]=[CH:17][CH:16]=[CH:15][CH:14]=1. (2) Given the reactants [Cl:1][C:2]1[CH:10]=[CH:9][C:5]([C:6]([OH:8])=O)=[CH:4][C:3]=1[CH3:11].S(Cl)(Cl)=O.[CH2:16](N(CC)CC)[CH3:17].Cl.CNOC.C([Mg]Br)C, predict the reaction product. The product is: [Cl:1][C:2]1[CH:10]=[CH:9][C:5]([C:6](=[O:8])[CH2:16][CH3:17])=[CH:4][C:3]=1[CH3:11]. (3) Given the reactants C(OC([N:8]1[CH2:13][CH2:12][N:11]([C:14]2[N:19]=[C:18]([C:20]3[CH:25]=[CH:24][N:23]=[C:22]([N:26](C(OC(C)(C)C)=O)[CH:27]4[CH2:32][CH2:31][CH2:30][CH2:29][CH2:28]4)[CH:21]=3)[CH:17]=[C:16]([NH2:40])[CH:15]=2)[CH2:10][CH2:9]1)=O)(C)(C)C.[C:41]([O:45][CH2:46][CH3:47])(=[O:44])[CH:42]=O.C1(C)C=CC=CC=1.C1(C)C=CC(S(C[C:65]#[N:66])(=O)=O)=CC=1.[C:68]([O-])([O-])=O.[K+].[K+], predict the reaction product. The product is: [CH2:46]([O:45][C:41]([C:42]1[N:40]([C:16]2[CH:15]=[C:14]([N:11]3[CH2:10][CH2:9][NH:8][CH2:13][CH2:12]3)[N:19]=[C:18]([C:20]3[CH:25]=[CH:24][N:23]=[C:22]([NH:26][CH:27]4[CH2:28][CH2:29][CH2:30][CH2:31][CH2:32]4)[CH:21]=3)[CH:17]=2)[CH:68]=[N:66][CH:65]=1)=[O:44])[CH3:47]. (4) Given the reactants [Br:1][C:2]1[CH:11]=[C:10]2[C:5]([C:6](=[O:30])[N:7]([CH3:29])[C:8]([C:12]3[CH:17]=[CH:16][C:15]([O:18][CH2:19][CH2:20][CH2:21][N:22]4[CH2:27][CH2:26][CH2:25][CH2:24][CH2:23]4)=[CH:14][C:13]=3[OH:28])=[N:9]2)=[CH:4][CH:3]=1.C(=O)([O-])[O-].[K+].[K+].S(C1C=CC(C)=CC=1)(O[CH2:41][CH2:42][F:43])(=O)=O, predict the reaction product. The product is: [Br:1][C:2]1[CH:11]=[C:10]2[C:5]([C:6](=[O:30])[N:7]([CH3:29])[C:8]([C:12]3[CH:17]=[CH:16][C:15]([O:18][CH2:19][CH2:20][CH2:21][N:22]4[CH2:27][CH2:26][CH2:25][CH2:24][CH2:23]4)=[CH:14][C:13]=3[O:28][CH2:41][CH2:42][F:43])=[N:9]2)=[CH:4][CH:3]=1. (5) Given the reactants [CH2:1]([O:5][CH2:6][CH2:7][O:8][C:9]1[CH:14]=[CH:13][C:12]([C:15]2[CH:16]=[CH:17][C:18]3[N:24]([CH2:25][C:26]4[N:30]([CH3:31])[N:29]=[CH:28][CH:27]=4)[CH2:23][CH2:22][C:21]([C:32](O)=[O:33])=[CH:20][C:19]=3[CH:35]=2)=[CH:11][CH:10]=1)[CH2:2][CH2:3][CH3:4].CN(C=O)C.C(Cl)(=O)C(Cl)=O.[CH2:47]([N:50]1[C:54]([CH2:55][S:56]([C:58]2[CH:64]=[CH:63][C:61]([NH2:62])=[CH:60][CH:59]=2)=[O:57])=[CH:53][N:52]=[CH:51]1)[CH2:48][CH3:49], predict the reaction product. The product is: [CH2:1]([O:5][CH2:6][CH2:7][O:8][C:9]1[CH:14]=[CH:13][C:12]([C:15]2[CH:16]=[CH:17][C:18]3[N:24]([CH2:25][C:26]4[N:30]([CH3:31])[N:29]=[CH:28][CH:27]=4)[CH2:23][CH2:22][C:21]([C:32]([NH:62][C:61]4[CH:63]=[CH:64][C:58]([S:56]([CH2:55][C:54]5[N:50]([CH2:47][CH2:48][CH3:49])[CH:51]=[N:52][CH:53]=5)=[O:57])=[CH:59][CH:60]=4)=[O:33])=[CH:20][C:19]=3[CH:35]=2)=[CH:11][CH:10]=1)[CH2:2][CH2:3][CH3:4]. (6) The product is: [CH3:26][C:27]1([CH3:36])[CH2:32][CH2:31][C:30]([C:2]2[CH:7]=[C:6]([CH2:8][CH2:9][S:10]([N:13]3[CH2:18][CH2:17][O:16][CH2:15][CH2:14]3)(=[O:12])=[O:11])[CH:5]=[CH:4][C:3]=2[NH2:19])=[CH:29][CH2:28]1. Given the reactants Br[C:2]1[CH:7]=[C:6]([CH2:8][CH2:9][S:10]([N:13]2[CH2:18][CH2:17][O:16][CH2:15][CH2:14]2)(=[O:12])=[O:11])[CH:5]=[CH:4][C:3]=1[NH2:19].C([O-])([O-])=O.[Na+].[Na+].[CH3:26][C:27]1([CH3:36])[CH2:32][CH2:31][C:30](B(O)O)=[CH:29][CH2:28]1, predict the reaction product.